Task: Predict the product of the given reaction.. Dataset: Forward reaction prediction with 1.9M reactions from USPTO patents (1976-2016) (1) Given the reactants [C:1]1([C:7]2[N:12]3[N:13]=[C:14]([NH:16][C:17]4[CH:38]=[CH:37][C:20]([C:21]([NH:23][CH:24]5[CH2:29][CH2:28][N:27](C(OC(C)(C)C)=O)[CH2:26][CH2:25]5)=[O:22])=[CH:19][CH:18]=4)[N:15]=[C:11]3[CH:10]=[CH:9][CH:8]=2)[CH:6]=[CH:5][CH:4]=[CH:3][CH:2]=1, predict the reaction product. The product is: [C:1]1([C:7]2[N:12]3[N:13]=[C:14]([NH:16][C:17]4[CH:38]=[CH:37][C:20]([C:21]([NH:23][CH:24]5[CH2:25][CH2:26][NH:27][CH2:28][CH2:29]5)=[O:22])=[CH:19][CH:18]=4)[N:15]=[C:11]3[CH:10]=[CH:9][CH:8]=2)[CH:2]=[CH:3][CH:4]=[CH:5][CH:6]=1. (2) Given the reactants [CH3:1][C:2]1[S:6][C:5]2[CH:7]=[CH:8][CH:9]=[CH:10][C:4]=2[C:3]=1[S:11](Cl)(=[O:13])=[O:12].[CH3:15][C:16]1[C:20]([CH3:21])=[C:19]([NH2:22])[O:18][N:17]=1.N1C=CC=CC=1, predict the reaction product. The product is: [CH3:15][C:16]1[C:20]([CH3:21])=[C:19]([NH:22][S:11]([C:3]2[C:4]3[CH:10]=[CH:9][CH:8]=[CH:7][C:5]=3[S:6][C:2]=2[CH3:1])(=[O:13])=[O:12])[O:18][N:17]=1. (3) Given the reactants Cl[C:2]1[C:11]2[C:6](=[CH:7][CH:8]=[C:9]([Cl:12])[CH:10]=2)[N:5]=[C:4]([N:13]2[CH2:19][CH2:18][CH2:17][C:16]3[CH:20]=[CH:21][CH:22]=[CH:23][C:15]=3[CH2:14]2)[CH:3]=1.[CH2:24](B1OC(C)(C)C(C)(C)O1)[CH:25]=[CH2:26].C(=O)([O-])[O-].[K+].[K+].COCCOC, predict the reaction product. The product is: [Cl:12][C:9]1[CH:10]=[C:11]2[C:6](=[CH:7][CH:8]=1)[N:5]=[C:4]([N:13]1[CH2:19][CH2:18][CH2:17][C:16]3[CH:20]=[CH:21][CH:22]=[CH:23][C:15]=3[CH2:14]1)[CH:3]=[C:2]2[CH2:26][CH:25]=[CH2:24].[Cl:12][C:9]1[CH:10]=[C:11]2[C:6](=[CH:7][CH:8]=1)[N:5]=[C:4]([N:13]1[CH2:19][CH2:18][CH2:17][C:16]3[CH:20]=[CH:21][CH:22]=[CH:23][C:15]=3[CH2:14]1)[CH:3]=[CH:2]2. (4) Given the reactants [H-].[Na+].[C:3]1([C:9]2[NH:10][C:11]3[C:16]([CH:17]=2)=[CH:15][CH:14]=[CH:13][CH:12]=3)[CH:8]=[CH:7][CH:6]=[CH:5][CH:4]=1.Cl[CH2:19][C:20]1[CH:51]=[CH:50][C:23]([CH2:24][N:25]([S:38]([C:41]2[CH:46]=[CH:45][CH:44]=[CH:43][C:42]=2[N+:47]([O-:49])=[O:48])(=[O:40])=[O:39])[C:26]2[CH:31]=[CH:30][C:29]([CH2:32][CH2:33][C:34]([O:36][CH3:37])=[O:35])=[CH:28][CH:27]=2)=[CH:22][CH:21]=1.C(O)(=O)CC(CC(O)=O)(C(O)=O)O.[N+](C1C=CC=CC=1S(N(CC1C=CC(CN2C3C(=CC=CC=3)C=C2C2C=CC=CC=2)=CC=1)C1C=CC(CCC(OC)=O)=CC=1)(=O)=O)([O-])=O, predict the reaction product. The product is: [N+:47]([C:42]1[CH:43]=[CH:44][CH:45]=[CH:46][C:41]=1[S:38]([N:25]([CH2:24][C:23]1[CH:22]=[CH:21][C:20]([CH2:19][C:17]2[C:16]3[C:11](=[CH:12][CH:13]=[CH:14][CH:15]=3)[NH:10][C:9]=2[C:3]2[CH:8]=[CH:7][CH:6]=[CH:5][CH:4]=2)=[CH:51][CH:50]=1)[C:26]1[CH:31]=[CH:30][C:29]([CH2:32][CH2:33][C:34]([O:36][CH3:37])=[O:35])=[CH:28][CH:27]=1)(=[O:40])=[O:39])([O-:49])=[O:48]. (5) Given the reactants [CH2:1]([C@@H:8]1[CH2:12][O:11][C:10](=[O:13])[N:9]1[C:14](=[O:36])[C@H:15]([CH2:28][C:29]1[CH:34]=[CH:33][C:32]([CH3:35])=[CH:31][CH:30]=1)[C@@H:16]([OH:27])[C@@H:17]([O:19][CH2:20][C:21]1[CH:26]=[CH:25][CH:24]=[CH:23][CH:22]=1)[CH3:18])[C:2]1[CH:7]=[CH:6][CH:5]=[CH:4][CH:3]=1, predict the reaction product. The product is: [CH2:1]([C@@H:8]1[CH2:12][O:11][C:10](=[O:13])[N:9]1[C:14](=[O:36])[C@H:15]([CH2:28][C:29]1[CH:30]=[CH:31][C:32]([CH3:35])=[CH:33][CH:34]=1)[C@@H:16]([O:27][CH2:3][C:2]([CH3:7])=[CH2:1])[C@@H:17]([O:19][CH2:20][C:21]1[CH:22]=[CH:23][CH:24]=[CH:25][CH:26]=1)[CH3:18])[C:2]1[CH:7]=[CH:6][CH:5]=[CH:4][CH:3]=1.